This data is from Catalyst prediction with 721,799 reactions and 888 catalyst types from USPTO. The task is: Predict which catalyst facilitates the given reaction. (1) Reactant: [F:1][C:2]([F:12])([S:9]([O-:11])=[O:10])[C:3]([F:8])([F:7])[CH2:4][CH2:5][OH:6].[CH2:13]([NH+:15]([CH2:18][CH3:19])[CH2:16][CH3:17])[CH3:14].O.OO.S([O-])([O-])=[O:24].[Na+].[Na+]. Product: [F:12][C:2]([F:1])([S:9]([O-:24])(=[O:11])=[O:10])[C:3]([F:7])([F:8])[CH2:4][CH2:5][OH:6].[CH2:13]([NH+:15]([CH2:18][CH3:19])[CH2:16][CH3:17])[CH3:14]. The catalyst class is: 21. (2) Reactant: N[C@@H:2]1[C@@H:7]([O:8][CH2:9][C:10]2[CH:15]=[CH:14][CH:13]=[CH:12][CH:11]=2)[C@H:6]([O:16][CH2:17][C:18]2[CH:23]=[CH:22][CH:21]=[CH:20][CH:19]=2)[C@@H:5]([CH2:24][O:25][CH2:26][C:27]2[CH:32]=[CH:31][CH:30]=[CH:29][CH:28]=2)[O:4][C@H:3]1[O:33][C@@H:34]1[C@@H:47]([CH2:48][O:49][CH2:50][C:51]2[CH:56]=[CH:55][CH:54]=[CH:53][CH:52]=2)[O:46][C@H:37]([O:38][CH2:39][C:40]2[CH:45]=[CH:44][CH:43]=[CH:42][CH:41]=2)[C@H:36]([NH:57][C:58](=[O:60])[CH3:59])[C@H:35]1[O:61][CH2:62][CH:63]=[CH2:64].[Cl:65][C:66]([Cl:73])([Cl:72])[CH2:67][O:68][C:69](Cl)=[O:70].ClCCl.CO.ClCCl.[N:82]1C=CC=CC=1. Product: [CH2:9]([O:8][C@H:7]1[C@H:6]([O:16][CH2:17][C:18]2[CH:19]=[CH:20][CH:21]=[CH:22][CH:23]=2)[C@@H:5]([CH2:24][O:25][CH2:26][C:27]2[CH:28]=[CH:29][CH:30]=[CH:31][CH:32]=2)[O:4][C@@:3]([NH2:82])([O:33][C@@H:34]2[C@@H:47]([CH2:48][O:49][CH2:50][C:51]3[CH:56]=[CH:55][CH:54]=[CH:53][CH:52]=3)[O:46][C@H:37]([O:38][CH2:39][C:40]3[CH:45]=[CH:44][CH:43]=[CH:42][CH:41]=3)[C@H:36]([NH:57][C:58](=[O:60])[CH3:59])[C@H:35]2[O:61][CH2:62][CH:63]=[CH2:64])[C@@H:2]1[C:69]([O:68][CH2:67][C:66]([Cl:73])([Cl:72])[Cl:65])=[O:70])[C:10]1[CH:15]=[CH:14][CH:13]=[CH:12][CH:11]=1. The catalyst class is: 277. (3) Reactant: [NH2:1][C:2]1[CH:11]=[C:10]([C:12]2[C:21]3[C:16](=[CH:17][C:18]([O:27][CH2:28][CH3:29])=[C:19]4[O:24][C:23]([CH3:26])([CH3:25])[CH2:22][C:20]4=3)[CH2:15][C:14]([CH3:31])([CH3:30])[N:13]=2)[CH:9]=[CH:8][C:3]=1[C:4]([O:6][CH3:7])=[O:5].[ClH:32].C(OCC)(=O)C. Product: [ClH:32].[NH2:1][C:2]1[CH:11]=[C:10]([C:12]2[C:21]3[C:16](=[CH:17][C:18]([O:27][CH2:28][CH3:29])=[C:19]4[O:24][C:23]([CH3:26])([CH3:25])[CH2:22][C:20]4=3)[CH2:15][C:14]([CH3:30])([CH3:31])[N:13]=2)[CH:9]=[CH:8][C:3]=1[C:4]([O:6][CH3:7])=[O:5]. The catalyst class is: 13. (4) Reactant: [CH:1]1([N:4]([CH:26]2[CH2:28][CH2:27]2)[C:5]([C:7]2[N:23]([CH2:24][CH3:25])[C:10]3=[N:11][C:12]([NH:19][C:20]([NH2:22])=[S:21])=[C:13]4[N:17]=[CH:16][N:15]([CH3:18])[C:14]4=[C:9]3[CH:8]=2)=[O:6])[CH2:3][CH2:2]1.Cl[CH2:30][C:31](=O)[CH3:32]. Product: [CH:26]1([N:4]([CH:1]2[CH2:2][CH2:3]2)[C:5]([C:7]2[N:23]([CH2:24][CH3:25])[C:10]3=[N:11][C:12]([NH:19][C:20]4[S:21][CH:30]=[C:31]([CH3:32])[N:22]=4)=[C:13]4[N:17]=[CH:16][N:15]([CH3:18])[C:14]4=[C:9]3[CH:8]=2)=[O:6])[CH2:27][CH2:28]1. The catalyst class is: 14. (5) Reactant: [H-].[Na+].[NH:3]1[CH:7]=[C:6]([CH:8]=[O:9])[CH:5]=[N:4]1.[I-].[Na+].[CH2:12](Br)[CH2:13][C:14]1[CH:19]=[CH:18][CH:17]=[CH:16][CH:15]=1. Product: [CH2:12]([N:3]1[CH:7]=[C:6]([CH:8]=[O:9])[CH:5]=[N:4]1)[CH2:13][C:14]1[CH:19]=[CH:18][CH:17]=[CH:16][CH:15]=1. The catalyst class is: 1. (6) Reactant: Br.[OH:2][C:3]1[CH:25]=[CH:24][C:6]([O:7][CH2:8][CH2:9][CH2:10][N:11]2[CH2:16][CH2:15][C:14]([C:18]3[CH:23]=[CH:22][CH:21]=[CH:20][CH:19]=3)([OH:17])[CH2:13][CH2:12]2)=[CH:5][CH:4]=1.BrCC[CH2:29][O:30][C:31]1[CH:36]=[CH:35][C:34](O)=[CH:33][CH:32]=1.OC1(C2C=CC=CC=2)CC[NH:42]CC1. Product: [O:30]1[C:31]2[CH:36]=[CH:35][CH:34]=[CH:33][C:32]=2[N:42]=[C:29]1[O:2][C:3]1[CH:4]=[CH:5][C:6]([O:7][CH2:8][CH2:9][CH2:10][N:11]2[CH2:12][CH2:13][C:14]([C:18]3[CH:23]=[CH:22][CH:21]=[CH:20][CH:19]=3)([OH:17])[CH2:15][CH2:16]2)=[CH:24][CH:25]=1. The catalyst class is: 23.